Dataset: Full USPTO retrosynthesis dataset with 1.9M reactions from patents (1976-2016). Task: Predict the reactants needed to synthesize the given product. (1) Given the product [CH3:9][O:8][C:6](=[O:7])/[C:5](/[CH:10]([CH3:11])[CH3:12])=[C:4](/[CH2:13][C:14]1[CH:15]=[CH:16][C:17]([O:20][CH2:29][C:30]([O:32][CH3:33])=[O:31])=[CH:18][CH:19]=1)\[C:3]([O:2][CH3:1])=[O:21], predict the reactants needed to synthesize it. The reactants are: [CH3:1][O:2][C:3](=[O:21])/[C:4](/[CH2:13][C:14]1[CH:19]=[CH:18][C:17]([OH:20])=[CH:16][CH:15]=1)=[C:5](/[CH:10]([CH3:12])[CH3:11])\[C:6]([O:8][CH3:9])=[O:7].C(=O)([O-])[O-].[K+].[K+].Br[CH2:29][C:30]([O:32][CH3:33])=[O:31].C1(C)C=CC=CC=1.C(OCC)(=O)C. (2) Given the product [C:10]([O:14][C:15]([N:17]1[CH2:21][CH2:20][CH2:19][C@H:18]1[C:22](=[O:24])[N:8]([NH2:27])[C:5]1[CH:4]=[CH:3][C:2]([Br:1])=[CH:7][CH:6]=1)=[O:16])([CH3:13])([CH3:12])[CH3:11], predict the reactants needed to synthesize it. The reactants are: [Br:1][C:2]1[CH:3]=[C:4](N)[C:5]([NH2:8])=[CH:6][CH:7]=1.[C:10]([O:14][C:15]([N:17]1[CH2:21][CH2:20][CH2:19][C@H:18]1[C:22]([OH:24])=O)=[O:16])([CH3:13])([CH3:12])[CH3:11].CC[N:27](C(C)C)C(C)C.CN(C(ON1N=NC2C=CC=NC1=2)=[N+](C)C)C.F[P-](F)(F)(F)(F)F. (3) Given the product [N+:18]([O-:21])([O-:20])=[O:19].[Bi+3:6].[N+:18]([O-:21])([O-:20])=[O:19].[N+:18]([O-:21])([O-:20])=[O:19], predict the reactants needed to synthesize it. The reactants are: S([O-])([O-])(=O)=O.[Bi+3:6].S([O-])([O-])(=O)=O.S([O-])([O-])(=O)=O.[Bi+3].[N+:18]([O-:21])([OH:20])=[O:19].[Bi]=O. (4) The reactants are: [BH4-].[Li+].CO.C[O:6][C:7](=O)[CH2:8][N:9]([S:16]([C:19]1[CH:24]=[CH:23][C:22]([CH3:25])=[CH:21][CH:20]=1)(=[O:18])=[O:17])[C@@H:10]([C:12](OC)=[O:13])[CH3:11]. Given the product [OH:6][CH2:7][CH2:8][N:9]([C@H:10]([CH3:11])[CH2:12][OH:13])[S:16]([C:19]1[CH:24]=[CH:23][C:22]([CH3:25])=[CH:21][CH:20]=1)(=[O:18])=[O:17], predict the reactants needed to synthesize it.